This data is from Reaction yield outcomes from USPTO patents with 853,638 reactions. The task is: Predict the reaction yield, written as a fraction of the theoretical maximum amount of product (1.0 means a 100% yield; for example, 0.34 means a 34% yield). (1) The reactants are [C:1]([O:5][C:6]([NH:8][C:9]1[CH:14]=[CH:13][N:12]([CH2:15][CH2:16][CH2:17][CH2:18][C:19]2[S:23][C:22]([C:24]([O:26]CC)=O)=[N:21][N:20]=2)[C:11](=[O:29])[C:10]=1[F:30])=[O:7])([CH3:4])([CH3:3])[CH3:2].[CH3:31][C:32]1[N:37]=[CH:36][C:35]([CH2:38][NH2:39])=[CH:34][CH:33]=1. The catalyst is CO. The product is [F:30][C:10]1[C:11](=[O:29])[N:12]([CH2:15][CH2:16][CH2:17][CH2:18][C:19]2[S:23][C:22]([C:24](=[O:26])[NH:39][CH2:38][C:35]3[CH:36]=[N:37][C:32]([CH3:31])=[CH:33][CH:34]=3)=[N:21][N:20]=2)[CH:13]=[CH:14][C:9]=1[NH:8][C:6](=[O:7])[O:5][C:1]([CH3:3])([CH3:4])[CH3:2]. The yield is 0.700. (2) The reactants are [F:1][C:2]1[CH:36]=[C:35]([N+:37]([O-])=O)[CH:34]=[CH:33][C:3]=1[O:4][C:5]1[CH:10]=[CH:9][N:8]=[C:7]2[CH:11]=[C:12]([C:14]3[N:15]([CH3:32])[C:16]([CH2:19][N:20]([CH2:28][CH2:29][O:30][CH3:31])[C:21](=[O:27])[O:22][C:23]([CH3:26])([CH3:25])[CH3:24])=[CH:17][N:18]=3)[S:13][C:6]=12.[Cl-].[NH4+]. The catalyst is CO.O.[Zn]. The product is [NH2:37][C:35]1[CH:34]=[CH:33][C:3]([O:4][C:5]2[CH:10]=[CH:9][N:8]=[C:7]3[CH:11]=[C:12]([C:14]4[N:15]([CH3:32])[C:16]([CH2:19][N:20]([CH2:28][CH2:29][O:30][CH3:31])[C:21](=[O:27])[O:22][C:23]([CH3:26])([CH3:25])[CH3:24])=[CH:17][N:18]=4)[S:13][C:6]=23)=[C:2]([F:1])[CH:36]=1. The yield is 1.00. (3) The reactants are [OH:1][C:2]1[CH:10]=[CH:9][C:5]([CH2:6][C:7]#[N:8])=[CH:4][CH:3]=1.[CH3:11][O:12][CH2:13][CH2:14][O:15][CH2:16]Cl. No catalyst specified. The product is [CH3:11][O:12][CH2:13][CH2:14][O:15][CH2:16][O:1][C:2]1[CH:10]=[CH:9][C:5]([CH2:6][C:7]#[N:8])=[CH:4][CH:3]=1. The yield is 0.750. (4) The reactants are [BH4-].[Na+].[F:3][C:4]1[CH:9]=[CH:8][C:7]([C:10](=[O:32])[CH:11]([CH2:17][C:18]2[CH:23]=[CH:22][CH:21]=[C:20]([O:24][CH2:25][C:26]([F:31])([F:30])[CH:27]([F:29])[F:28])[CH:19]=2)[C:12]([O:14][CH2:15][CH3:16])=[O:13])=[CH:6][CH:5]=1.Cl. The catalyst is C(OCC)C.[Cl-].[Zn+2].[Cl-]. The product is [F:3][C:4]1[CH:9]=[CH:8][C:7]([CH:10]([OH:32])[CH:11]([CH2:17][C:18]2[CH:23]=[CH:22][CH:21]=[C:20]([O:24][CH2:25][C:26]([F:31])([F:30])[CH:27]([F:29])[F:28])[CH:19]=2)[C:12]([O:14][CH2:15][CH3:16])=[O:13])=[CH:6][CH:5]=1. The yield is 0.900. (5) The reactants are [CH2:1]([O:3][C:4]1[C:9]([C:10]([F:13])([F:12])[F:11])=[CH:8][CH:7]=[CH:6][N:5]=1)[CH3:2].[Br:14]N1C(C)(C)C(=O)N(Br)C1=O.CCOC(C)=O.CCCCCC. The catalyst is C(O)(C(F)(F)F)=O. The product is [Br:14][C:7]1[CH:8]=[C:9]([C:10]([F:13])([F:11])[F:12])[C:4]([O:3][CH2:1][CH3:2])=[N:5][CH:6]=1. The yield is 0.790. (6) The reactants are C([O:5][C:6]([C:8]1[C:16]2[C:11](=[CH:12][C:13]([C:17]3(O)[CH2:22][CH2:21][O:20][CH2:19][CH2:18]3)=[CH:14][CH:15]=2)[NH:10][N:9]=1)=[O:7])(C)(C)C. The catalyst is FC(F)(F)C(O)=O. The product is [O:20]1[CH2:19][CH:18]=[C:17]([C:13]2[CH:12]=[C:11]3[C:16]([C:8]([C:6]([OH:7])=[O:5])=[N:9][NH:10]3)=[CH:15][CH:14]=2)[CH2:22][CH2:21]1. The yield is 0.760.